Dataset: NCI-60 drug combinations with 297,098 pairs across 59 cell lines. Task: Regression. Given two drug SMILES strings and cell line genomic features, predict the synergy score measuring deviation from expected non-interaction effect. (1) Drug 1: CC1=C(C=C(C=C1)NC(=O)C2=CC=C(C=C2)CN3CCN(CC3)C)NC4=NC=CC(=N4)C5=CN=CC=C5. Drug 2: COC1=C2C(=CC3=C1OC=C3)C=CC(=O)O2. Cell line: 786-0. Synergy scores: CSS=5.47, Synergy_ZIP=-1.34, Synergy_Bliss=1.39, Synergy_Loewe=-0.267, Synergy_HSA=0.635. (2) Drug 1: C1=C(C(=O)NC(=O)N1)F. Drug 2: CNC(=O)C1=NC=CC(=C1)OC2=CC=C(C=C2)NC(=O)NC3=CC(=C(C=C3)Cl)C(F)(F)F. Cell line: EKVX. Synergy scores: CSS=39.4, Synergy_ZIP=0.575, Synergy_Bliss=0.971, Synergy_Loewe=2.61, Synergy_HSA=3.76. (3) Drug 1: CN(C)C1=NC(=NC(=N1)N(C)C)N(C)C. Drug 2: CC1=C(N=C(N=C1N)C(CC(=O)N)NCC(C(=O)N)N)C(=O)NC(C(C2=CN=CN2)OC3C(C(C(C(O3)CO)O)O)OC4C(C(C(C(O4)CO)O)OC(=O)N)O)C(=O)NC(C)C(C(C)C(=O)NC(C(C)O)C(=O)NCCC5=NC(=CS5)C6=NC(=CS6)C(=O)NCCC[S+](C)C)O. Cell line: NCI-H322M. Synergy scores: CSS=-3.42, Synergy_ZIP=1.85, Synergy_Bliss=-0.807, Synergy_Loewe=-6.37, Synergy_HSA=-4.12. (4) Drug 1: COC1=C(C=C2C(=C1)N=CN=C2NC3=CC(=C(C=C3)F)Cl)OCCCN4CCOCC4. Drug 2: C1CN1P(=S)(N2CC2)N3CC3. Cell line: SNB-19. Synergy scores: CSS=22.7, Synergy_ZIP=5.66, Synergy_Bliss=7.30, Synergy_Loewe=8.63, Synergy_HSA=9.06. (5) Drug 1: CC1C(C(=O)NC(C(=O)N2CCCC2C(=O)N(CC(=O)N(C(C(=O)O1)C(C)C)C)C)C(C)C)NC(=O)C3=C4C(=C(C=C3)C)OC5=C(C(=O)C(=C(C5=N4)C(=O)NC6C(OC(=O)C(N(C(=O)CN(C(=O)C7CCCN7C(=O)C(NC6=O)C(C)C)C)C)C(C)C)C)N)C. Drug 2: CCC1(C2=C(COC1=O)C(=O)N3CC4=CC5=C(C=CC(=C5CN(C)C)O)N=C4C3=C2)O.Cl. Cell line: MCF7. Synergy scores: CSS=15.4, Synergy_ZIP=-5.49, Synergy_Bliss=-3.27, Synergy_Loewe=-2.83, Synergy_HSA=-1.16. (6) Drug 1: CN(C)N=NC1=C(NC=N1)C(=O)N. Drug 2: C1=C(C(=O)NC(=O)N1)F. Cell line: T-47D. Synergy scores: CSS=26.1, Synergy_ZIP=-3.54, Synergy_Bliss=-6.95, Synergy_Loewe=-14.2, Synergy_HSA=-6.74. (7) Drug 1: C1C(C(OC1N2C=C(C(=O)NC2=O)F)CO)O. Drug 2: COC1=C2C(=CC3=C1OC=C3)C=CC(=O)O2. Cell line: NCI-H522. Synergy scores: CSS=8.09, Synergy_ZIP=-4.01, Synergy_Bliss=-2.52, Synergy_Loewe=-2.07, Synergy_HSA=-0.754. (8) Drug 1: CC12CCC(CC1=CCC3C2CCC4(C3CC=C4C5=CN=CC=C5)C)O. Drug 2: C1=CC(=CC=C1CCC2=CNC3=C2C(=O)NC(=N3)N)C(=O)NC(CCC(=O)O)C(=O)O. Cell line: ACHN. Synergy scores: CSS=20.0, Synergy_ZIP=-5.39, Synergy_Bliss=-6.27, Synergy_Loewe=-17.9, Synergy_HSA=-6.04.